The task is: Predict which catalyst facilitates the given reaction.. This data is from Catalyst prediction with 721,799 reactions and 888 catalyst types from USPTO. (1) Reactant: [S:1]([Cl:5])(Cl)(=[O:3])=[O:2].C1(P(C2C=CC=CC=2)C2C=CC=CC=2)C=CC=CC=1.[CH3:25][Si:26]([CH3:34])([CH3:33])[CH2:27][CH2:28]S([O-])(=O)=O.[Na+]. Product: [CH3:25][Si:26]([CH3:34])([CH3:33])[CH2:27][CH2:28][S:1]([Cl:5])(=[O:3])=[O:2]. The catalyst class is: 2. (2) Reactant: [C:1]12[C:7](=[CH:8][CH:9]=[CH:10][CH:11]=1)[NH:6][C:5](=[O:12])[O:4][C:2]2=[O:3].Br[CH2:14][CH2:15][CH2:16][C:17]#[N:18].C(=O)([O-])[O-].[K+].[K+].CN(C)C=O. Product: [C:17]([CH2:16][CH2:15][CH2:14][N:6]1[C:5](=[O:12])[O:4][C:2](=[O:3])[C:1]2=[CH:11][CH:10]=[CH:9][CH:8]=[C:7]12)#[N:18]. The catalyst class is: 6. (3) Reactant: [F:1][C:2]1[CH:3]=[C:4]2[C:9](=[CH:10][CH:11]=1)[N:8]([C@H:12]([CH3:16])[C:13]([OH:15])=O)[CH2:7][CH2:6][CH2:5]2.[C:17]1([N:23]2[CH2:28][CH2:27][NH:26][CH2:25][CH2:24]2)[CH:22]=[CH:21][CH:20]=[CH:19][CH:18]=1.CN(C(ON1N=NC2C=CC=NC1=2)=[N+](C)C)C.F[P-](F)(F)(F)(F)F.C([O-])(O)=O.[Na+]. Product: [F:1][C:2]1[CH:3]=[C:4]2[C:9](=[CH:10][CH:11]=1)[N:8]([C@H:12]([CH3:16])[C:13]([N:26]1[CH2:27][CH2:28][N:23]([C:17]3[CH:22]=[CH:21][CH:20]=[CH:19][CH:18]=3)[CH2:24][CH2:25]1)=[O:15])[CH2:7][CH2:6][CH2:5]2. The catalyst class is: 85. (4) Reactant: [C:1]([O:5][C:6]([N:8]1[CH2:13][CH2:12][CH:11]([N:14]2[CH:18]=[C:17]([C:19]3[CH:20]=[CH:21][C:22]([C:25]4[CH:30]=[CH:29][CH:28]=[C:27](Cl)[N:26]=4)=[N:23][CH:24]=3)[CH:16]=[N:15]2)[CH2:10][CH2:9]1)=[O:7])([CH3:4])([CH3:3])[CH3:2].C1C=CC(P(C2C=CC=CC=2)C2C=CC=CC=2)=CC=1.[F-].[Cs+].[CH3:53][N:54]1[CH:58]=[C:57](B2OC(C)(C)C(C)(C)O2)[CH:56]=[N:55]1. Product: [C:1]([O:5][C:6]([N:8]1[CH2:13][CH2:12][CH:11]([N:14]2[CH:18]=[C:17]([C:19]3[CH:20]=[CH:21][C:22]([C:25]4[CH:30]=[CH:29][CH:28]=[C:27]([C:57]5[CH:56]=[N:55][N:54]([CH3:53])[CH:58]=5)[N:26]=4)=[N:23][CH:24]=3)[CH:16]=[N:15]2)[CH2:10][CH2:9]1)=[O:7])([CH3:4])([CH3:3])[CH3:2]. The catalyst class is: 628. (5) Reactant: [O:1]=[C:2]1[CH:7]=[C:6]([C:8](OC)=[O:9])[CH:5]=[CH:4][NH:3]1.[BH4-].[Li+].O1CCCC1.CO.O. Product: [OH:9][CH2:8][C:6]1[CH:5]=[CH:4][NH:3][C:2](=[O:1])[CH:7]=1. The catalyst class is: 7. (6) Product: [O:26]=[C:17]1[C:18]2[C:19](=[CH:22][CH:23]=[CH:24][CH:25]=2)[C:20](=[O:21])[N:16]1[CH2:15][CH2:14][N:1]1[CH:5]=[CH:4][C:3]([C:6]([O:8][C:9]([CH3:12])([CH3:11])[CH3:10])=[O:7])=[CH:2]1. The catalyst class is: 18. Reactant: [NH:1]1[CH:5]=[CH:4][C:3]([C:6]([O:8][C:9]([CH3:12])([CH3:11])[CH3:10])=[O:7])=[CH:2]1.Br[CH2:14][CH2:15][N:16]1[C:20](=[O:21])[C:19]2=[CH:22][CH:23]=[CH:24][CH:25]=[C:18]2[C:17]1=[O:26].C(=O)([O-])[O-].[Cs+].[Cs+]. (7) Reactant: [CH2:1]([C@@H:8]1[NH:13][CH2:12][CH2:11][N:10]([C:14]2[CH:22]=[C:21]3[C:17]([C:18]([CH3:28])=[N:19][N:20]3[CH:23]3[CH2:27][CH2:26][CH2:25][CH2:24]3)=[CH:16][CH:15]=2)[CH2:9]1)[C:2]1[CH:7]=[CH:6][CH:5]=[CH:4][CH:3]=1.C(N(C(C)C)CC)(C)C.C[Si]([N:42]=[C:43]=[O:44])(C)C. Product: [CH2:1]([C@H:8]1[CH2:9][N:10]([C:14]2[CH:22]=[C:21]3[C:17]([C:18]([CH3:28])=[N:19][N:20]3[CH:23]3[CH2:24][CH2:25][CH2:26][CH2:27]3)=[CH:16][CH:15]=2)[CH2:11][CH2:12][N:13]1[C:43]([NH2:42])=[O:44])[C:2]1[CH:3]=[CH:4][CH:5]=[CH:6][CH:7]=1. The catalyst class is: 2. (8) Reactant: [CH2:1]([C:8]1[N:9]=[C:10]([C:31]([O:33]CC)=[O:32])[S:11][C:12]=1[C:13]1[C:22]2[C:17](=[CH:18][CH:19]=[CH:20][CH:21]=2)[C:16]([S:23](=[O:30])(=[O:29])[NH:24][C:25]([CH3:28])([CH3:27])[CH3:26])=[CH:15][CH:14]=1)[C:2]1[CH:7]=[CH:6][CH:5]=[CH:4][CH:3]=1.CO.[OH-].[K+:39]. Product: [CH2:1]([C:8]1[N:9]=[C:10]([C:31]([O-:33])=[O:32])[S:11][C:12]=1[C:13]1[C:22]2[C:17](=[CH:18][CH:19]=[CH:20][CH:21]=2)[C:16]([S:23](=[O:30])(=[O:29])[NH:24][C:25]([CH3:28])([CH3:26])[CH3:27])=[CH:15][CH:14]=1)[C:2]1[CH:7]=[CH:6][CH:5]=[CH:4][CH:3]=1.[K+:39]. The catalyst class is: 6. (9) Reactant: Br[C:2]1[CH:3]=[C:4]([CH:8]=[CH:9][N:10]=1)[C:5]([OH:7])=[O:6].C([O-])([O-])=O.[Na+].[Na+].[C:17]1(B(O)O)[CH:22]=[CH:21][CH:20]=[CH:19][CH:18]=1. Product: [C:17]1([C:2]2[CH:3]=[C:4]([CH:8]=[CH:9][N:10]=2)[C:5]([OH:7])=[O:6])[CH:22]=[CH:21][CH:20]=[CH:19][CH:18]=1. The catalyst class is: 128. (10) Reactant: [SH:1][CH2:2][CH2:3][C:4]1[CH:13]=[CH:12][C:7]([C:8]([O:10][CH3:11])=[O:9])=[CH:6][CH:5]=1.[BH4-].I[C:16]1[CH:17]=[C:18]2[C:22](=[CH:23][CH:24]=1)[N:21]([CH2:25][CH2:26][C:27]1C=CC=C[CH:28]=1)[C:20](=[O:33])[C:19]2([O:36][CH3:37])[O:34][CH3:35]. Product: [CH3:35][O:34][C:19]1([O:36][CH3:37])[C:18]2[C:22](=[CH:23][CH:24]=[C:16]([S:1][CH2:2][CH2:3][C:4]3[CH:13]=[CH:12][C:7]([C:8]([O:10][CH3:11])=[O:9])=[CH:6][CH:5]=3)[CH:17]=2)[N:21]([CH2:25][CH2:26][CH2:27][CH3:28])[C:20]1=[O:33]. The catalyst class is: 214.